This data is from Aqueous solubility values for 9,982 compounds from the AqSolDB database. The task is: Regression/Classification. Given a drug SMILES string, predict its absorption, distribution, metabolism, or excretion properties. Task type varies by dataset: regression for continuous measurements (e.g., permeability, clearance, half-life) or binary classification for categorical outcomes (e.g., BBB penetration, CYP inhibition). For this dataset (solubility_aqsoldb), we predict Y. (1) The drug is Cc1c(O)cccc1O. The Y is 0.193 log mol/L. (2) The molecule is CCOP(=S)(OCC)Oc1cc(Cl)c(Br)cc1Cl. The Y is -5.95 log mol/L. (3) The drug is Cc1ccc(C(=O)Nc2ccc(S(=O)(=O)[O-])cc2)cc1[N+](=O)[O-].[Na+]. The Y is -1.23 log mol/L. (4) The Y is -6.92 log mol/L. The compound is CCCCCCCCCCCCCCCCCCCCCC(=O)OCC(O)CO. (5) The drug is CC1(C)CCC[C@@]2(C)[C@H]1CC[C@@]1(C)OCC[C@H]21. The Y is -5.10 log mol/L. (6) The compound is COc1ncc2nccnc2n1. The Y is -1.11 log mol/L. (7) The compound is COc1ccc2c(c1)CCCC2. The Y is -2.75 log mol/L.